Dataset: Forward reaction prediction with 1.9M reactions from USPTO patents (1976-2016). Task: Predict the product of the given reaction. (1) Given the reactants CC1C=C2N=C3C(=NC(NC3=O)=O)N(C[C@H](O)[C@H](O)[C@H](O)CO)C2=CC=1C.[F:28][C:29]1[CH:53]=[CH:52][CH:51]=[C:50]([F:54])[C:30]=1[C:31]([NH:33][C:34]1[CH:38]=[CH:37][N:36]([CH2:39][C:40]2[CH:45]=[C:44]([N+:46]([O-])=O)[CH:43]=[CH:42][C:41]=2[CH3:49])[N:35]=1)=[O:32], predict the reaction product. The product is: [NH2:46][C:44]1[CH:43]=[CH:42][C:41]([CH3:49])=[C:40]([CH2:39][N:36]2[CH:37]=[CH:38][C:34]([NH:33][C:31](=[O:32])[C:30]3[C:29]([F:28])=[CH:53][CH:52]=[CH:51][C:50]=3[F:54])=[N:35]2)[CH:45]=1. (2) Given the reactants O.[OH-].[Li+].OO.C([C@@H]1COC(=O)N1[C:19]([CH:21]1[CH2:25][C:24](=[O:26])[N:23]([CH2:27][C:28]2[CH:33]=[CH:32][C:31]([O:34][CH3:35])=[CH:30][C:29]=2[O:36][CH3:37])[CH2:22]1)=[O:20])C1C=CC=CC=1.S([O-])(O)=[O:39].[Na+], predict the reaction product. The product is: [CH3:37][O:36][C:29]1[CH:30]=[C:31]([O:34][CH3:35])[CH:32]=[CH:33][C:28]=1[CH2:27][N:23]1[C:24](=[O:26])[CH2:25][CH:21]([C:19]([OH:20])=[O:39])[CH2:22]1. (3) The product is: [CH3:1][O:2][C:3]1[CH:4]=[C:5]([N+:12]([O-:14])=[O:13])[C:6]([O:11][CH3:15])=[CH:7][C:8]=1[O:9][CH3:10]. Given the reactants [CH3:1][O:2][C:3]1[C:8]([O:9][CH3:10])=[CH:7][C:6]([OH:11])=[C:5]([N+:12]([O-:14])=[O:13])[CH:4]=1.[C:15](=O)([O-])[O-].[K+].[K+].IC, predict the reaction product. (4) Given the reactants [Cl:1][C:2]1[CH:3]=[N:4][C:5]2[N:6]([N:8]=[C:9]([C:11]([OH:13])=O)[CH:10]=2)[CH:7]=1.[F:14][C:15]1[C:20]([C:21]2[N:25]3[CH2:26][CH2:27][NH:28][CH2:29][C:24]3=[N:23][N:22]=2)=[CH:19][CH:18]=[CH:17][N:16]=1, predict the reaction product. The product is: [Cl:1][C:2]1[CH:3]=[N:4][C:5]2[N:6]([N:8]=[C:9]([C:11]([N:28]3[CH2:27][CH2:26][N:25]4[C:21]([C:20]5[C:15]([F:14])=[N:16][CH:17]=[CH:18][CH:19]=5)=[N:22][N:23]=[C:24]4[CH2:29]3)=[O:13])[CH:10]=2)[CH:7]=1. (5) Given the reactants [CH3:1][C:2]([OH:41])([C:4]1[CH:5]=[CH:6][CH:7]=[CH:8][C:9]=1[CH2:10][CH2:11][C@@H:12]([S:32][CH2:33][C:34]1([CH2:37][C:38]([O-:40])=[O:39])[CH2:36][CH2:35]1)[C:13]1[CH:14]=[CH:15][CH:16]=[C:17](/[CH:19]=[CH:20]/[C:21]2[CH:22]=[CH:23][C:24]3[CH:25]=[CH:26][C:27]([Cl:31])=[CH:28][C:29]=3[N:30]=2)[CH:18]=1)[CH3:3].[Na+].C(O)[C@H]([C@H]([C@@H]([C@@H](CO)O)O)O)O.[Si](O)(O)(O)O.C([O-])(=O)CCCCCCCCCCCCCCCCC.[Mg+2].C([O-])(=O)CCCCCCCCCCCCCCCCC, predict the reaction product. The product is: [CH3:3][C:2]([OH:41])([C:4]1[CH:5]=[CH:6][CH:7]=[CH:8][C:9]=1[CH2:10][CH2:11][C@@H:12]([S:32][CH2:33][C:34]1([CH2:37][C:38]([OH:40])=[O:39])[CH2:35][CH2:36]1)[C:13]1[CH:14]=[CH:15][CH:16]=[C:17](/[CH:19]=[CH:20]/[C:21]2[CH:22]=[CH:23][C:24]3[CH:25]=[CH:26][C:27]([Cl:31])=[CH:28][C:29]=3[N:30]=2)[CH:18]=1)[CH3:1]. (6) Given the reactants OC1O[C@H](CO)[C@@H](O)[C@H](O)[C@H]1N.[OH:13][CH2:14][C:15]([C@H:17]([C@@H:19]([C@@H:21]([CH2:23][OH:24])[OH:22])[OH:20])[OH:18])=[O:16], predict the reaction product. The product is: [O:13]=[CH:14][C@@H:15]([C@H:17]([C@@H:19]([C@@H:21]([CH2:23][OH:24])[OH:22])[OH:20])[OH:18])[OH:16].